Dataset: Catalyst prediction with 721,799 reactions and 888 catalyst types from USPTO. Task: Predict which catalyst facilitates the given reaction. (1) Reactant: [C:1]([N:4]1[C:8]2[CH:9]=[CH:10][CH:11]=[CH:12][C:7]=2[NH:6][C:5]1=[O:13])([CH3:3])=[CH2:2]. Product: [CH:1]([N:4]1[C:8]2[CH:9]=[CH:10][CH:11]=[CH:12][C:7]=2[NH:6][C:5]1=[O:13])([CH3:3])[CH3:2]. The catalyst class is: 43. (2) Reactant: F[C:2]1[CH:7]=[CH:6][C:5]([N+:8]([O-:10])=[O:9])=[CH:4][C:3]=1[C:11]([F:14])([F:13])[F:12].[CH3:15][N:16]1[CH2:21][CH2:20][CH:19]([NH2:22])[CH2:18][CH2:17]1.C([O-])(O)=O.[Na+]. Product: [CH3:15][N:16]1[CH2:21][CH2:20][CH:19]([NH:22][C:2]2[CH:7]=[CH:6][C:5]([N+:8]([O-:10])=[O:9])=[CH:4][C:3]=2[C:11]([F:14])([F:13])[F:12])[CH2:18][CH2:17]1. The catalyst class is: 1. (3) Reactant: C([O:3][C:4](=[O:15])[CH2:5][N:6]1[C:10]2=[N:11][CH:12]=[CH:13][CH:14]=[C:9]2[CH:8]=[N:7]1)C.O[Li].O.Cl. Product: [N:6]1([CH2:5][C:4]([OH:15])=[O:3])[C:10]2=[N:11][CH:12]=[CH:13][CH:14]=[C:9]2[CH:8]=[N:7]1. The catalyst class is: 20. (4) Reactant: O[CH:2]([C:13]1[C:21]2[C:16](=[CH:17][C:18]([O:22][CH3:23])=[CH:19][CH:20]=2)[NH:15][C:14]=1[C:24]1[CH:28]=[C:27]([CH3:29])[S:26][CH:25]=1)[C:3]1[N:8]=[C:7]([C:9]([O:11][CH3:12])=[O:10])[CH:6]=[CH:5][CH:4]=1.C(O)(=O)C. Product: [CH3:23][O:22][C:18]1[CH:17]=[C:16]2[C:21]([C:13]([CH2:2][C:3]3[N:8]=[C:7]([C:9]([O:11][CH3:12])=[O:10])[CH:6]=[CH:5][CH:4]=3)=[C:14]([C:24]3[CH:28]=[C:27]([CH3:29])[S:26][CH:25]=3)[NH:15]2)=[CH:20][CH:19]=1. The catalyst class is: 125. (5) Reactant: CS(Cl)(=O)=O.[F:6][C:7]1[CH:8]=[C:9]([NH:13][CH2:14][CH2:15]O)[CH:10]=[CH:11][CH:12]=1.C(N(CC)CC)C.[I-].[Na+].[CH2:26]([O:33][C:34]1[CH:35]=[C:36]([NH2:42])[CH:37]=[CH:38][C:39]=1[O:40][CH3:41])[C:27]1[CH:32]=[CH:31][CH:30]=[CH:29][CH:28]=1.C(=O)([O-])[O-].[K+].[K+]. Product: [CH2:26]([O:33][C:34]1[CH:35]=[C:36]([NH:42][CH2:15][CH2:14][NH:13][C:9]2[CH:10]=[CH:11][CH:12]=[C:7]([F:6])[CH:8]=2)[CH:37]=[CH:38][C:39]=1[O:40][CH3:41])[C:27]1[CH:28]=[CH:29][CH:30]=[CH:31][CH:32]=1. The catalyst class is: 120. (6) Reactant: IC1C=[CH:10][C:9]2[C:4](=CC=C[CH:8]=2)N=1.C([O:15][C:16]([CH3:19])([CH3:18])[CH3:17])(=O)C. Product: [C:16]([O:15][C:9]([CH3:8])([CH3:4])[CH3:10])([CH3:19])([CH3:18])[CH3:17]. The catalyst class is: 91. (7) Reactant: [OH:1][CH2:2][CH2:3][O:4][CH2:5][CH2:6][O:7][CH2:8][C:9]([CH3:18])([CH3:17])[C:10]([O:12][C:13]([CH3:16])([CH3:15])[CH3:14])=[O:11].CC1NN=NN=1.C(N(CC)[P:28]([O:37][CH2:38][C:39]1[CH:44]=[CH:43][CH:42]=[CH:41][CH:40]=1)[O:29][CH2:30][C:31]1[CH:36]=[CH:35][CH:34]=[CH:33][CH:32]=1)C.C1C=C(Cl)C=C(C(OO)=[O:55])C=1. Product: [CH2:38]([O:37][P:28]([O:1][CH2:2][CH2:3][O:4][CH2:5][CH2:6][O:7][CH2:8][C:9]([CH3:18])([CH3:17])[C:10]([O:12][C:13]([CH3:16])([CH3:15])[CH3:14])=[O:11])([O:29][CH2:30][C:31]1[CH:32]=[CH:33][CH:34]=[CH:35][CH:36]=1)=[O:55])[C:39]1[CH:40]=[CH:41][CH:42]=[CH:43][CH:44]=1. The catalyst class is: 76. (8) Reactant: [CH2:1]([O:21][CH:22]([CH2:30][CH3:31])[C:23]([O:25][C:26]([CH3:29])([CH3:28])[CH3:27])=[O:24])[CH2:2][CH2:3][CH2:4]/[CH:5]=[CH:6]\[CH2:7]/[CH:8]=[CH:9]\[CH2:10]/[CH:11]=[CH:12]\[CH2:13]/[CH:14]=[CH:15]\[CH2:16]/[CH:17]=[CH:18]\[CH2:19][CH3:20].[CH:32](NC(C)C)(C)[CH3:33].[Li].C(I)C.[NH4+].[Cl-]. Product: [CH2:30]([C:22]([O:21][CH2:1][CH2:2][CH2:3][CH2:4]/[CH:5]=[CH:6]\[CH2:7]/[CH:8]=[CH:9]\[CH2:10]/[CH:11]=[CH:12]\[CH2:13]/[CH:14]=[CH:15]\[CH2:16]/[CH:17]=[CH:18]\[CH2:19][CH3:20])([CH2:32][CH3:33])[C:23]([O:25][C:26]([CH3:29])([CH3:28])[CH3:27])=[O:24])[CH3:31]. The catalyst class is: 7.